From a dataset of Peptide-MHC class I binding affinity with 185,985 pairs from IEDB/IMGT. Regression. Given a peptide amino acid sequence and an MHC pseudo amino acid sequence, predict their binding affinity value. This is MHC class I binding data. (1) The peptide sequence is YLLTRILTI. The MHC is Patr-B0101 with pseudo-sequence Patr-B0101. The binding affinity (normalized) is 0.416. (2) The peptide sequence is FLLYILFLV. The MHC is HLA-A02:03 with pseudo-sequence HLA-A02:03. The binding affinity (normalized) is 0.257. (3) The peptide sequence is VLAIDFGNGA. The MHC is HLA-A02:01 with pseudo-sequence HLA-A02:01. The binding affinity (normalized) is 0.328. (4) The peptide sequence is QIYPGIKVR. The MHC is HLA-A26:01 with pseudo-sequence HLA-A26:01. The binding affinity (normalized) is 0. (5) The peptide sequence is ILIYNGWYA. The MHC is HLA-A02:06 with pseudo-sequence HLA-A02:06. The binding affinity (normalized) is 0.669.